Dataset: Reaction yield outcomes from USPTO patents with 853,638 reactions. Task: Predict the reaction yield, written as a fraction of the theoretical maximum amount of product (1.0 means a 100% yield; for example, 0.34 means a 34% yield). (1) The reactants are [CH3:1][O:2][C:3]1[CH:4]=[C:5]2[C:10](=[CH:11][C:12]=1[O:13][CH3:14])[N:9]=[CH:8][CH:7]=[C:6]2[O:15][C:16]1[C:22]([CH3:23])=[CH:21][C:19]([NH2:20])=[C:18]([CH3:24])[CH:17]=1.Cl[C:26](Cl)([O:28][C:29](=[O:35])OC(Cl)(Cl)Cl)Cl.[CH:37]1(O)[CH2:41]C[CH2:39][CH2:38]1.C(=O)(O)[O-].[Na+]. The catalyst is C(Cl)Cl.C(N(CC)CC)C.C1(C)C=CC=CC=1. The product is [CH3:1][O:2][C:3]1[CH:4]=[C:5]2[C:10](=[CH:11][C:12]=1[O:13][CH3:14])[N:9]=[CH:8][CH:7]=[C:6]2[O:15][C:16]1[C:22]([CH3:23])=[CH:21][C:19]([NH:20][C:29](=[O:35])[O:28][CH:26]2[CH2:39][CH2:38][CH2:37][CH2:41]2)=[C:18]([CH3:24])[CH:17]=1. The yield is 0.990. (2) The catalyst is C(Cl)Cl.CN(C1C=CN=CC=1)C.CCOC(C)=O. The product is [C:1]([O:5][C:6](=[O:27])[CH2:7][CH2:8][C@@H:9]([CH2:25][O:26][S:34]([C:37]1[CH:43]=[CH:42][C:40]([CH3:41])=[CH:39][CH:38]=1)(=[O:36])=[O:35])[CH2:10][C@H:11]1[CH2:15][O:14][C:13]([CH3:17])([CH3:16])[N:12]1[C:18]([O:20][C:21]([CH3:24])([CH3:23])[CH3:22])=[O:19])([CH3:2])([CH3:4])[CH3:3]. The yield is 0.930. The reactants are [C:1]([O:5][C:6](=[O:27])[CH2:7][CH2:8][C@@H:9]([CH2:25][OH:26])[CH2:10][C@H:11]1[CH2:15][O:14][C:13]([CH3:17])([CH3:16])[N:12]1[C:18]([O:20][C:21]([CH3:24])([CH3:23])[CH3:22])=[O:19])([CH3:4])([CH3:3])[CH3:2].N1C=CC=CC=1.[S:34](Cl)([C:37]1[CH:43]=[CH:42][C:40]([CH3:41])=[CH:39][CH:38]=1)(=[O:36])=[O:35]. (3) The reactants are [OH:1][C:2]1[CH:3]=[C:4]2[C:9](=[CH:10][CH:11]=1)[N:8]=[C:7]([C:12]1[CH:28]=[CH:27][C:15]([C:16]([NH:18][NH:19]C(OC(C)(C)C)=O)=[O:17])=[CH:14][CH:13]=1)[CH:6]=[CH:5]2. The catalyst is Cl.CO. The product is [OH:1][C:2]1[CH:3]=[C:4]2[C:9](=[CH:10][CH:11]=1)[N:8]=[C:7]([C:12]1[CH:13]=[CH:14][C:15]([C:16]([NH:18][NH2:19])=[O:17])=[CH:27][CH:28]=1)[CH:6]=[CH:5]2. The yield is 0.680.